Dataset: Reaction yield outcomes from USPTO patents with 853,638 reactions. Task: Predict the reaction yield, written as a fraction of the theoretical maximum amount of product (1.0 means a 100% yield; for example, 0.34 means a 34% yield). (1) The reactants are Br[C:2]1[CH:7]=[C:6]([CH3:8])[C:5]([C:9]2[C:10](=[O:23])[CH2:11][CH:12]([C:17]3[CH:22]=[CH:21][CH:20]=[CH:19][N:18]=3)[CH2:13][C:14]=2[O:15][CH3:16])=[C:4]([CH3:24])[CH:3]=1.[F-].[Cs+].CN(C)C=O.[CH2:32]([Sn](CCCC)(CCCC)C#CC)[CH2:33][CH2:34]C. The catalyst is C(OCC)(=O)C.C1C=CC(P(C2C=CC=CC=2)[C-]2C=CC=C2)=CC=1.C1C=CC(P(C2C=CC=CC=2)[C-]2C=CC=C2)=CC=1.Cl[Pd]Cl.[Fe+2].O. The product is [CH3:8][C:6]1[CH:7]=[C:2]([C:32]#[C:33][CH3:34])[CH:3]=[C:4]([CH3:24])[C:5]=1[C:9]1[C:10](=[O:23])[CH2:11][CH:12]([C:17]2[CH:22]=[CH:21][CH:20]=[CH:19][N:18]=2)[CH2:13][C:14]=1[O:15][CH3:16]. The yield is 0.970. (2) The reactants are [Cl:1]N1C(=O)CCC1=O.[CH3:9][C:10]1[CH:14]=[C:13]([NH:15][S:16]([C:19]2[CH:24]=[CH:23][C:22]([C:25]3[CH:30]=[CH:29][C:28]([CH3:31])=[CH:27][CH:26]=3)=[CH:21][CH:20]=2)(=[O:18])=[O:17])[O:12][N:11]=1. The catalyst is C(Cl)(Cl)Cl.ClCCl. The product is [Cl:1][C:14]1[C:10]([CH3:9])=[N:11][O:12][C:13]=1[NH:15][S:16]([C:19]1[CH:20]=[CH:21][C:22]([C:25]2[CH:30]=[CH:29][C:28]([CH3:31])=[CH:27][CH:26]=2)=[CH:23][CH:24]=1)(=[O:18])=[O:17]. The yield is 0.580.